Dataset: Peptide-MHC class I binding affinity with 185,985 pairs from IEDB/IMGT. Task: Regression. Given a peptide amino acid sequence and an MHC pseudo amino acid sequence, predict their binding affinity value. This is MHC class I binding data. (1) The peptide sequence is YMKKRYEEF. The binding affinity (normalized) is 0.213. The MHC is HLA-B45:06 with pseudo-sequence HLA-B45:06. (2) The peptide sequence is YLFYGRRRV. The MHC is HLA-A02:06 with pseudo-sequence HLA-A02:06. The binding affinity (normalized) is 0.563.